From a dataset of Forward reaction prediction with 1.9M reactions from USPTO patents (1976-2016). Predict the product of the given reaction. (1) Given the reactants [CH2:1]([C@@:8]12[CH2:18][CH2:17][C@@:16]([CH2:20][CH3:21])([OH:19])[CH2:15][C@@H:14]1[CH2:13][CH2:12][CH2:11][C:10]1[CH:22]=[C:23]([C:26](O)=[O:27])[CH:24]=[CH:25][C:9]2=1)[C:2]1[CH:7]=[CH:6][CH:5]=[CH:4][CH:3]=1.CCOC(C(C#N)=NOC(N1CCOCC1)=[N+](C)C)=O.F[P-](F)(F)(F)(F)F.[CH3:56][C:57]1[C:62]([CH2:63][NH2:64])=[CH:61][CH:60]=[CH:59][N:58]=1.CCN(C(C)C)C(C)C, predict the reaction product. The product is: [CH3:56][C:57]1[C:62]([CH2:63][NH:64][C:26]([C:23]2[CH:24]=[CH:25][C:9]3[C@:8]4([CH2:1][C:2]5[CH:7]=[CH:6][CH:5]=[CH:4][CH:3]=5)[CH2:18][CH2:17][C@@:16]([CH2:20][CH3:21])([OH:19])[CH2:15][C@@H:14]4[CH2:13][CH2:12][CH2:11][C:10]=3[CH:22]=2)=[O:27])=[CH:61][CH:60]=[CH:59][N:58]=1. (2) The product is: [F:21][C:22]([F:38])([F:39])[C:23]1[CH:24]=[C:25]([CH:31]=[C:32]([C:34]([F:37])([F:35])[F:36])[CH:33]=1)[CH2:26][N:27]([CH:28]1[CH2:29][CH2:30]1)[C:13](=[O:15])[C:12]1[C:7]([C:2]2[CH:3]=[CH:4][CH:5]=[CH:6][C:1]=2[CH3:16])=[CH:8][CH:9]=[N:10][CH:11]=1. Given the reactants [C:1]1([CH3:16])[CH:6]=[CH:5][CH:4]=[CH:3][C:2]=1[C:7]1[C:12]([C:13]([OH:15])=O)=[CH:11][N:10]=[CH:9][CH:8]=1.S(Cl)(Cl)=O.[F:21][C:22]([F:39])([F:38])[C:23]1[CH:24]=[C:25]([CH:31]=[C:32]([C:34]([F:37])([F:36])[F:35])[CH:33]=1)[CH2:26][NH:27][CH:28]1[CH2:30][CH2:29]1, predict the reaction product. (3) Given the reactants P([O-])([O-])([O-])=O.[K+].[K+].[K+].N[C@@H]1CCCC[C@H]1N.[C:17]1([N:23]2[CH:27]=[C:26](I)[N:25]=[N:24]2)[CH:22]=[CH:21][CH:20]=[CH:19][CH:18]=1.[C:29]([O:33][C:34]([N:36]1[CH2:41][CH2:40][NH:39][C:38](=O)[CH2:37]1)=[O:35])([CH3:32])([CH3:31])[CH3:30], predict the reaction product. The product is: [C:17]1([N:23]2[CH:27]=[C:26]([N:39]3[CH2:38][CH2:37][N:36]([C:34]([O:33][C:29]([CH3:32])([CH3:31])[CH3:30])=[O:35])[CH2:41][CH2:40]3)[N:25]=[N:24]2)[CH:22]=[CH:21][CH:20]=[CH:19][CH:18]=1. (4) Given the reactants Cl[C:2]1[CH:11]=[CH:10][N:9]=[C:8]2[C:3]=1[CH:4]=[CH:5][C:6]([CH2:12][CH2:13][CH3:14])=[N:7]2.[NH2:15][C:16]1[CH:21]=[C:20]([CH3:22])[CH:19]=[CH:18][C:17]=1[S:23][C:24]1[CH:29]=[CH:28][C:27]([NH:30][C:31](=[O:33])[CH3:32])=[CH:26][CH:25]=1, predict the reaction product. The product is: [CH3:22][C:20]1[CH:19]=[CH:18][C:17]([S:23][C:24]2[CH:25]=[CH:26][C:27]([NH:30][C:31](=[O:33])[CH3:32])=[CH:28][CH:29]=2)=[C:16]([NH:15][C:2]2[C:3]3[C:8](=[N:7][C:6]([CH2:12][CH2:13][CH3:14])=[CH:5][CH:4]=3)[N:9]=[CH:10][CH:11]=2)[CH:21]=1. (5) Given the reactants [C:1]([O:4][CH2:5][C:6]1[C:11]([N:12]2[CH2:24][CH2:23][N:15]3[C:16]4[CH2:17][CH2:18][CH2:19][CH2:20][C:21]=4[CH:22]=[C:14]3[C:13]2=[O:25])=[CH:10][C:9]([F:26])=[CH:8][C:7]=1B1OC(C)(C)C(C)(C)O1)(=[O:3])[CH3:2].Br[C:37]1[CH:38]=[C:39]([NH:45][C:46]2[CH:51]=[CH:50][C:49]([N:52]3[CH2:59][CH:58]4[CH:54]([CH2:55][N:56]([CH3:60])[CH2:57]4)[CH2:53]3)=[CH:48][N:47]=2)[C:40](=[O:44])[N:41]([CH3:43])[CH:42]=1, predict the reaction product. The product is: [C:1]([O:4][CH2:5][C:6]1[C:11]([N:12]2[CH2:24][CH2:23][N:15]3[C:16]4[CH2:17][CH2:18][CH2:19][CH2:20][C:21]=4[CH:22]=[C:14]3[C:13]2=[O:25])=[CH:10][C:9]([F:26])=[CH:8][C:7]=1[C:37]1[CH:38]=[C:39]([NH:45][C:46]2[CH:51]=[CH:50][C:49]([N:52]3[CH2:59][CH:58]4[CH:54]([CH2:55][N:56]([CH3:60])[CH2:57]4)[CH2:53]3)=[CH:48][N:47]=2)[C:40](=[O:44])[N:41]([CH3:43])[CH:42]=1)(=[O:3])[CH3:2]. (6) Given the reactants [Cl:1][C:2]1[N:7]=[C:6]([CH:8]=O)[C:5]([NH:10][C:11](=[O:17])OC(C)(C)C)=[CH:4][CH:3]=1.[Cl-].[CH2:19]1[CH2:29][CH2:28]N2[C:22](=NCCC2)[CH2:21][CH2:20]1.[CH2:30]1COCC1, predict the reaction product. The product is: [Cl:1][C:2]1[N:7]=[C:6]2[C:5](=[CH:4][CH:3]=1)[NH:10][C:11](=[O:17])[C:30]([C:22]1[CH:21]=[CH:20][CH:19]=[CH:29][CH:28]=1)=[CH:8]2. (7) Given the reactants C(O[C:6]([N:8]1[CH2:12][C:11](=[N:13][O:14][CH3:15])[CH2:10][C@H:9]1[C:16]([OH:18])=O)=[O:7])(C)(C)C.[F:19][C:20]([F:37])([F:36])[C:21]1[CH:26]=[CH:25][CH:24]=[CH:23][C:22]=1[C:27]1[CH:32]=[CH:31][C:30](C(O)=O)=[CH:29][CH:28]=1.[NH2:38][CH2:39][C@H:40]([C:42]1[CH:47]=[CH:46][CH:45]=[CH:44][CH:43]=1)[OH:41], predict the reaction product. The product is: [OH:41][C@@H:40]([C:42]1[CH:47]=[CH:46][CH:45]=[CH:44][CH:43]=1)[CH2:39][NH:38][C:16]([C@@H:9]1[CH2:10][C:11](=[N:13][O:14][CH3:15])[CH2:12][N:8]1[C:6]([C:30]1[CH:29]=[CH:28][C:27]([C:22]2[CH:23]=[CH:24][CH:25]=[CH:26][C:21]=2[C:20]([F:19])([F:36])[F:37])=[CH:32][CH:31]=1)=[O:7])=[O:18]. (8) Given the reactants [CH2:1]([S:8][C:9]1[N:14]=[C:13]([NH:15][S:16]([CH3:19])(=[O:18])=[O:17])[CH:12]=[C:11]([NH:20][CH2:21][CH2:22][OH:23])[N:10]=1)[C:2]1[CH:7]=[CH:6][CH:5]=[CH:4][CH:3]=1.N[CH2:25][C@H](O)C.CCOC(C)=O.Cl, predict the reaction product. The product is: [CH2:1]([S:8][C:9]1[N:14]=[C:13]([NH:15][S:16]([CH3:19])(=[O:17])=[O:18])[CH:12]=[C:11]([NH:20][CH2:21][C@H:22]([OH:23])[CH3:25])[N:10]=1)[C:2]1[CH:3]=[CH:4][CH:5]=[CH:6][CH:7]=1. (9) Given the reactants [Na:1].[CH3:2][C:3]1[C:4]([CH2:20][S:21]([C:23]2[NH:27][C:26]3[CH:28]=[CH:29][CH:30]=[CH:31][C:25]=3[N:24]=2)=[O:22])=[N:5][CH:6]=[CH:7][C:8]=1[O:9][CH2:10][C:11]12[CH2:18][O:17][C:14]([CH3:19])([O:15][CH2:16]1)[O:13][CH2:12]2.[CH:32]1(C23OCC(CO)(CO2)CO3)[CH2:35]C[CH2:33]1, predict the reaction product. The product is: [Na:1].[CH:19]1([C:14]23[O:15][CH2:16][C:11]([CH2:10][O:9][C:8]4[CH:7]=[CH:6][N:5]=[C:4]([CH2:20][S:21]([C:23]5[NH:24][C:25]6[CH:31]=[CH:30][CH:29]=[CH:28][C:26]=6[N:27]=5)=[O:22])[C:3]=4[CH3:2])([CH2:12][O:13]2)[CH2:18][O:17]3)[CH2:35][CH2:32][CH2:33]1.